This data is from Forward reaction prediction with 1.9M reactions from USPTO patents (1976-2016). The task is: Predict the product of the given reaction. (1) Given the reactants [CH3:1][C:2]1[CH:3]=[C:4]2[C:13](=[CH:14][C:15]=1[C:16](=[O:18])[CH3:17])[C:12]1[N:8]([CH:9]=[C:10]([C:19]3[N:23]([CH:24]([CH3:26])[CH3:25])[N:22]=[C:21]([CH3:27])[N:20]=3)[N:11]=1)[CH2:7][CH2:6][O:5]2.[BH4-].[Na+].O, predict the reaction product. The product is: [CH3:1][C:2]1[CH:3]=[C:4]2[C:13](=[CH:14][C:15]=1[CH:16]([OH:18])[CH3:17])[C:12]1[N:8]([CH:9]=[C:10]([C:19]3[N:23]([CH:24]([CH3:26])[CH3:25])[N:22]=[C:21]([CH3:27])[N:20]=3)[N:11]=1)[CH2:7][CH2:6][O:5]2. (2) The product is: [CH3:1][O:2][C:3](=[O:17])[NH:4][C:5]1[S:6][C:7]2[C:13]([C:23]3[CH:22]=[CH:21][N:20]=[C:19]([CH3:18])[CH:24]=3)=[CH:12][CH:11]=[C:10]([O:15][CH3:16])[C:8]=2[N:9]=1. Given the reactants [CH3:1][O:2][C:3](=[O:17])[NH:4][C:5]1[S:6][C:7]2[C:13](I)=[CH:12][CH:11]=[C:10]([O:15][CH3:16])[C:8]=2[N:9]=1.[CH3:18][C:19]1[CH:24]=[C:23]([Sn](C)(C)C)[CH:22]=[CH:21][N:20]=1, predict the reaction product. (3) Given the reactants [CH2:1]([NH2:4])[C:2]#[CH:3].C(N(CC)C(C)C)(C)C.[N:14]1[C:21](Cl)=[N:20][C:18](Cl)=[N:17][C:15]=1[Cl:16].Cl.[CH3:24][O:25][NH:26][CH3:27].C([O-])(O)=O.[Na+], predict the reaction product. The product is: [Cl:16][C:15]1[N:14]=[C:21]([NH:4][CH2:1][C:2]#[CH:3])[N:20]=[C:18]([N:26]([CH3:27])[O:25][CH3:24])[N:17]=1.